From a dataset of Forward reaction prediction with 1.9M reactions from USPTO patents (1976-2016). Predict the product of the given reaction. Given the reactants Br[C:2]1[N:10]=[CH:9][N:8]=[C:7]2[C:3]=1[N:4]=[CH:5][NH:6]2.[NH2:11][CH:12]([C:14]1[CH:15]=[C:16]([C:31]#[N:32])[C:17]2[CH:18]=[CH:19][CH:20]=[N:21][C:22]=2[C:23]=1[C:24]1[CH:29]=[CH:28][CH:27]=[C:26]([F:30])[CH:25]=1)[CH3:13].C(N(CC)C(C)C)(C)C, predict the reaction product. The product is: [F:30][C:26]1[CH:25]=[C:24]([C:23]2[C:22]3[N:21]=[CH:20][CH:19]=[CH:18][C:17]=3[C:16]([C:31]#[N:32])=[CH:15][C:14]=2[CH:12]([NH:11][C:2]2[N:10]=[CH:9][N:8]=[C:7]3[C:3]=2[N:4]=[CH:5][NH:6]3)[CH3:13])[CH:29]=[CH:28][CH:27]=1.